This data is from Forward reaction prediction with 1.9M reactions from USPTO patents (1976-2016). The task is: Predict the product of the given reaction. (1) Given the reactants [Br:1][C:2]1[CH:7]=[CH:6][C:5]([C:8](=[O:10])[CH3:9])=[C:4]([Cl:11])[CH:3]=1.[Br:12]Br, predict the reaction product. The product is: [Br:12][CH2:9][C:8]([C:5]1[CH:6]=[CH:7][C:2]([Br:1])=[CH:3][C:4]=1[Cl:11])=[O:10]. (2) Given the reactants [CH3:1][O:2][C:3]1[CH:24]=[CH:23][C:6]([CH2:7][N:8]2[C:12]3[NH:13][CH:14]=[C:15]([C:18]([O:20][CH2:21][CH3:22])=[O:19])[C:16](=O)[C:11]=3[CH:10]=[N:9]2)=[CH:5][CH:4]=1.O=P(Cl)(Cl)[Cl:27], predict the reaction product. The product is: [Cl:27][C:16]1[C:15]([C:18]([O:20][CH2:21][CH3:22])=[O:19])=[CH:14][N:13]=[C:12]2[N:8]([CH2:7][C:6]3[CH:23]=[CH:24][C:3]([O:2][CH3:1])=[CH:4][CH:5]=3)[N:9]=[CH:10][C:11]=12. (3) Given the reactants [F:1][C:2]1[CH:7]=[CH:6][CH:5]=[CH:4][C:3]=1[N:8]1[CH2:13][CH2:12][NH:11][CH2:10][CH2:9]1.[F:14][C:15]([F:31])([F:30])[C:16]1[O:20][N:19]=[C:18]([C:21]2[CH:22]=[C:23]([CH:27]=[CH:28][CH:29]=2)[C:24](O)=[O:25])[N:17]=1, predict the reaction product. The product is: [F:1][C:2]1[CH:7]=[CH:6][CH:5]=[CH:4][C:3]=1[N:8]1[CH2:13][CH2:12][N:11]([C:24]([C:23]2[CH:27]=[CH:28][CH:29]=[C:21]([C:18]3[N:17]=[C:16]([C:15]([F:30])([F:14])[F:31])[O:20][N:19]=3)[CH:22]=2)=[O:25])[CH2:10][CH2:9]1. (4) Given the reactants [C@H:1]([N:5]([CH3:25])[C:6]1[C:7]([C:18]2[CH:23]=[CH:22][C:21]([F:24])=[CH:20][CH:19]=2)=[N:8][C:9]2[C:14]([N:15]=1)=[CH:13][C:12]([C:16]#[N:17])=[CH:11][CH:10]=2)([CH2:3][CH3:4])[CH3:2].[N-:26]=[N+:27]=[N-:28].[Na+].Cl, predict the reaction product. The product is: [C@H:1]([N:5]([CH3:25])[C:6]1[C:7]([C:18]2[CH:19]=[CH:20][C:21]([F:24])=[CH:22][CH:23]=2)=[N:8][C:9]2[C:14](=[CH:13][C:12]([C:16]3[NH:28][N:27]=[N:26][N:17]=3)=[CH:11][CH:10]=2)[N:15]=1)([CH2:3][CH3:4])[CH3:2]. (5) Given the reactants [F:1][C:2]1[CH:7]=[C:6]([I:8])[CH:5]=[CH:4][C:3]=1[NH:9][C:10]1[N:15]([CH3:16])[C:14](=[O:17])[N:13]([CH3:18])[C:12](=[O:19])[C:11]=1[C:20](OC1C=CC=CC=1)=[O:21].C1([C@@H]2[O:40][CH:39]([CH2:41][O:42][NH2:43])[CH2:38][CH2:37][O:36]2)C=CC=CC=1, predict the reaction product. The product is: [OH:40][C@@H:39]([CH2:38][CH2:37][OH:36])[CH2:41][O:42][NH:43][C:20]([C:11]1[C:12](=[O:19])[N:13]([CH3:18])[C:14](=[O:17])[N:15]([CH3:16])[C:10]=1[NH:9][C:3]1[CH:4]=[CH:5][C:6]([I:8])=[CH:7][C:2]=1[F:1])=[O:21]. (6) Given the reactants [Br:1][C:2]1[CH:3]=[CH:4][C:5]([Cl:11])=[C:6]([CH:10]=1)[C:7](O)=[O:8].C(Cl)(=O)C([Cl:15])=O, predict the reaction product. The product is: [Br:1][C:2]1[CH:3]=[CH:4][C:5]([Cl:11])=[C:6]([CH:10]=1)[C:7]([Cl:15])=[O:8]. (7) The product is: [NH:27]1[C:35]2[C:30](=[CH:31][CH:32]=[CH:33][CH:34]=2)[C:29](/[CH:36]=[C:9]2\[O:10][C:6]3[C:5]([CH2:13][N:14]4[CH2:15][CH2:16][N:17]([C:20]([O:22][C:23]([CH3:26])([CH3:25])[CH3:24])=[O:21])[CH2:18][CH2:19]4)=[CH:4][C:3]([O:2][CH3:1])=[CH:12][C:7]=3[C:8]\2=[O:11])=[CH:28]1. Given the reactants [CH3:1][O:2][C:3]1[CH:4]=[C:5]([CH2:13][N:14]2[CH2:19][CH2:18][N:17]([C:20]([O:22][C:23]([CH3:26])([CH3:25])[CH3:24])=[O:21])[CH2:16][CH2:15]2)[C:6]2[O:10][CH2:9][C:8](=[O:11])[C:7]=2[CH:12]=1.[NH:27]1[C:35]2[C:30](=[CH:31][CH:32]=[CH:33][CH:34]=2)[C:29]([CH:36]=O)=[CH:28]1, predict the reaction product. (8) Given the reactants [C:1]([O:5][C:6]([NH:8][CH:9]([CH2:32][CH3:33])[C@H:10]([O:28][C:29](=[O:31])[CH3:30])[C:11]([NH:13][NH:14][C:15](=[O:27])[C:16]1[CH:21]=[CH:20][C:19]([O:22][C:23]([F:26])([F:25])[F:24])=[CH:18][CH:17]=1)=O)=[O:7])([CH3:4])([CH3:3])[CH3:2].C1(C)C=CC(S(Cl)(=O)=O)=CC=1, predict the reaction product. The product is: [C:1]([O:5][C:6]([NH:8][CH:9]([CH2:32][CH3:33])[C@H:10]([O:28][C:29](=[O:31])[CH3:30])[C:11]1[O:27][C:15]([C:16]2[CH:21]=[CH:20][C:19]([O:22][C:23]([F:24])([F:26])[F:25])=[CH:18][CH:17]=2)=[N:14][N:13]=1)=[O:7])([CH3:2])([CH3:3])[CH3:4]. (9) Given the reactants CC(C)(C)C([O:5][CH2:6][C:7]1[S:8][CH:9]=[C:10]([C:12]([OH:14])=[O:13])[N:11]=1)=O.C(=O)([O-])[O-].[K+].[K+], predict the reaction product. The product is: [OH:5][CH2:6][C:7]1[S:8][CH:9]=[C:10]([C:12]([OH:14])=[O:13])[N:11]=1.